Dataset: Full USPTO retrosynthesis dataset with 1.9M reactions from patents (1976-2016). Task: Predict the reactants needed to synthesize the given product. (1) Given the product [CH2:1]([O:3][C:4]1[CH2:5][C:6]2[C:7]([NH:14][C:15]3[O:22][C:21]([C:23]4[CH:28]=[CH:27][C:26]([C:29]([F:30])([F:31])[F:32])=[CH:25][CH:24]=4)=[CH:20][N:17]=3)=[CH:8][CH:9]=[CH:10][C:11]=2[CH2:12][CH:13]=1)[CH3:2], predict the reactants needed to synthesize it. The reactants are: [CH2:1]([O:3][C:4]1[CH2:5][C:6]2[C:11]([CH2:12][CH:13]=1)=[CH:10][CH:9]=[CH:8][C:7]=2[N:14]=[C:15]=S)[CH3:2].[N:17]([CH2:20][C:21]([C:23]1[CH:28]=[CH:27][C:26]([C:29]([F:32])([F:31])[F:30])=[CH:25][CH:24]=1)=[O:22])=[N+]=[N-].C1(P(C2C=CC=CC=2)C2C=CC=CC=2)C=CC=CC=1. (2) Given the product [Cl:1][C:2]1[N:3]=[C:4]([NH:22][C:21]2[C:23]([CH3:28])=[CH:24][C:25]([CH3:27])=[CH:26][C:20]=2[CH3:19])[C:5]2[S:10][CH:9]=[CH:8][C:6]=2[N:7]=1, predict the reactants needed to synthesize it. The reactants are: [Cl:1][C:2]1[N:3]=[C:4](Cl)[C:5]2[S:10][CH:9]=[CH:8][C:6]=2[N:7]=1.C(O)(C(F)(F)F)=O.[CH3:19][C:20]1[CH:26]=[C:25]([CH3:27])[CH:24]=[C:23]([CH3:28])[C:21]=1[NH2:22]. (3) Given the product [C:9]([O:8][C:7]([NH:6][CH2:5][CH2:4][CH2:3][CH2:2][O:1][C:20]1[CH:21]=[CH:22][CH:23]=[C:15]([OH:14])[C:16]=1[C:17]([O:19][CH3:25])=[O:18])=[O:13])([CH3:10])([CH3:12])[CH3:11], predict the reactants needed to synthesize it. The reactants are: [OH:1][CH2:2][CH2:3][CH2:4][CH2:5][NH:6][C:7](=[O:13])[O:8][C:9]([CH3:12])([CH3:11])[CH3:10].[OH:14][C:15]1[CH:23]=[CH:22][CH:21]=[C:20](O)[C:16]=1[C:17]([O-:19])=[O:18].[C:25]1(P(C2C=CC=CC=2)C2C=CC=CC=2)C=CC=CC=1.N(C(OCC)=O)=NC(OCC)=O. (4) Given the product [CH2:33]([O:32][P:30]([CH2:35][C:36](=[O:37])[N:14]([C:15]1[CH:23]=[C:22]2[C:18]([CH2:19][CH2:20][N:21]2[C:24](=[O:26])[CH3:25])=[CH:17][CH:16]=1)[CH:11]1[CH2:12][CH2:13][N:8]([CH2:1][C:2]2[CH:3]=[CH:4][CH:5]=[CH:6][CH:7]=2)[CH2:9][CH2:10]1)(=[O:31])[O:29][CH2:27][CH3:28])[CH3:34], predict the reactants needed to synthesize it. The reactants are: [CH2:1]([N:8]1[CH2:13][CH2:12][CH:11]([NH:14][C:15]2[CH:23]=[C:22]3[C:18]([CH2:19][CH2:20][N:21]3[C:24](=[O:26])[CH3:25])=[CH:17][CH:16]=2)[CH2:10][CH2:9]1)[C:2]1[CH:7]=[CH:6][CH:5]=[CH:4][CH:3]=1.[CH2:27]([O:29][P:30]([CH2:35][C:36](OC)=[O:37])([O:32][CH2:33][CH3:34])=[O:31])[CH3:28]. (5) Given the product [NH2:11][CH:10]([CH2:9][C:8]1[CH:7]=[CH:6][C:5]([C:2]([F:4])([F:1])[CH3:3])=[CH:24][CH:23]=1)[CH:14]([C:15]1[CH:20]=[CH:19][C:18]([F:21])=[CH:17][CH:16]=1)[OH:13], predict the reactants needed to synthesize it. The reactants are: [F:1][C:2]([C:5]1[CH:24]=[CH:23][C:8]([CH2:9][CH:10]2[CH:14]([C:15]3[CH:20]=[CH:19][C:18]([F:21])=[CH:17][CH:16]=3)[O:13]C(=O)[NH:11]2)=[CH:7][CH:6]=1)([F:4])[CH3:3].[OH-].[Na+]. (6) Given the product [CH3:20][O:1][C:2]1[CH:3]=[CH:4][C:5]([CH:8]2[CH2:9][CH2:10][CH:11]([CH2:14][C:15]([O:17][CH2:18][CH3:19])=[O:16])[CH2:12][CH2:13]2)=[CH:6][CH:7]=1, predict the reactants needed to synthesize it. The reactants are: [OH:1][C:2]1[CH:7]=[CH:6][C:5]([CH:8]2[CH2:13][CH2:12][CH:11]([CH2:14][C:15]([O:17][CH2:18][CH3:19])=[O:16])[CH2:10][CH2:9]2)=[CH:4][CH:3]=1.[C:20]([O-])([O-])=O.[Cs+].[Cs+].IC.